The task is: Predict which catalyst facilitates the given reaction.. This data is from Catalyst prediction with 721,799 reactions and 888 catalyst types from USPTO. (1) Reactant: [C:1]([C:5]1[CH:6]=[C:7]2[C:12](=[CH:13][C:14]=1[S:15]C#N)[NH:11][C:10](=[O:18])[C:9](=[O:19])[NH:8]2)([CH3:4])([CH3:3])[CH3:2].S.[Na].[BH4-].[Na+].CO. Product: [C:1]([C:5]1[CH:6]=[C:7]2[C:12](=[CH:13][C:14]=1[SH:15])[NH:11][C:10](=[O:18])[C:9](=[O:19])[NH:8]2)([CH3:4])([CH3:2])[CH3:3]. The catalyst class is: 313. (2) Reactant: [NH2:1][CH:2]([CH2:17][N:18]1[CH2:23][CH2:22][CH:21]([OH:24])[CH2:20][CH2:19]1)[C:3]([N:5]1[CH2:10][CH2:9][CH:8]([N:11]2[CH2:16][CH2:15][CH2:14][CH2:13][CH2:12]2)[CH2:7][CH2:6]1)=[O:4].C(N(C(C)C)CC)(C)C.[C:34]([O:38][C:39](O[C:39]([O:38][C:34]([CH3:37])([CH3:36])[CH3:35])=[O:40])=[O:40])([CH3:37])([CH3:36])[CH3:35]. The catalyst class is: 7. Product: [C:34]([O:38][C:39](=[O:40])[NH:1][CH:2]([CH2:17][N:18]1[CH2:19][CH2:20][CH:21]([OH:24])[CH2:22][CH2:23]1)[C:3]([N:5]1[CH2:10][CH2:9][CH:8]([N:11]2[CH2:16][CH2:15][CH2:14][CH2:13][CH2:12]2)[CH2:7][CH2:6]1)=[O:4])([CH3:37])([CH3:36])[CH3:35].